From a dataset of Forward reaction prediction with 1.9M reactions from USPTO patents (1976-2016). Predict the product of the given reaction. (1) Given the reactants [Cl:1][C:2]1[CH:7]=[C:6]([Cl:8])[N:5]=[CH:4][C:3]=1[NH2:9].[CH:10]1([CH2:13][O:14][C:15]2[CH:23]=[CH:22][C:18]([C:19](Cl)=[O:20])=[CH:17][CH:16]=2)[CH2:12][CH2:11]1.C(OCC)(=O)C, predict the reaction product. The product is: [CH:10]1([CH2:13][O:14][C:15]2[CH:16]=[CH:17][C:18]([C:19]([NH:9][C:3]3[CH:4]=[N:5][C:6]([Cl:8])=[CH:7][C:2]=3[Cl:1])=[O:20])=[CH:22][CH:23]=2)[CH2:12][CH2:11]1. (2) Given the reactants [CH3:1][S:2](Cl)(=[O:4])=[O:3].CCN(CC)CC.[CH3:13][C:14]1([CH3:22])[O:19][CH2:18][CH:17]([CH2:20][OH:21])[CH2:16][O:15]1, predict the reaction product. The product is: [CH3:13][C:14]1([CH3:22])[O:19][CH2:18][CH:17]([CH2:20][O:21][S:2]([CH3:1])(=[O:4])=[O:3])[CH2:16][O:15]1. (3) The product is: [CH2:17]([N:19]([CH2:23][CH3:24])[CH2:20][C:21]#[C:22][C:2]1[CH:14]=[CH:13][C:12]2[C:11]3[C:6](=[CH:7][C:8]([C:32]#[C:26][CH2:25][N:27]([CH2:30][CH3:31])[CH2:28][CH3:29])=[CH:9][CH:10]=3)[C:5](=[O:16])[C:4]=2[CH:3]=1)[CH3:18]. Given the reactants Br[C:2]1[CH:14]=[CH:13][C:12]2[C:11]3[C:6](=[CH:7][C:8](Br)=[CH:9][CH:10]=3)[C:5](=[O:16])[C:4]=2[CH:3]=1.[CH2:17]([N:19]([CH2:23][CH3:24])[CH2:20][C:21]#[CH:22])[CH3:18].[CH2:25]([N:27]([CH2:30][CH3:31])[CH2:28][CH3:29])[CH3:26].[CH3:32]N(C=O)C, predict the reaction product. (4) Given the reactants [CH:25]1[CH:30]=[CH:29][C:28](P([C:25]2[CH:30]=[CH:29][CH:28]=[CH:27][CH:26]=2)CCCCP([C:25]2[CH:30]=[CH:29][CH:28]=[CH:27][CH:26]=2)[C:25]2[CH:30]=[CH:29][CH:28]=[CH:27][CH:26]=2)=[CH:27][CH:26]=1.[C:31]([O-])([O-])=[O:32].[K+].[K+].C(O[CH2:45][C:46]([CH3:50])([CH3:49])[C:47]#[CH:48])C1C=CC=CC=1, predict the reaction product. The product is: [CH2:31]([O:32][C:48]#[C:47][C:46]([CH3:45])([CH3:49])[CH3:50])[C:25]1[CH:26]=[CH:27][CH:28]=[CH:29][CH:30]=1.